From a dataset of Human liver microsome stability data. Regression/Classification. Given a drug SMILES string, predict its absorption, distribution, metabolism, or excretion properties. Task type varies by dataset: regression for continuous measurements (e.g., permeability, clearance, half-life) or binary classification for categorical outcomes (e.g., BBB penetration, CYP inhibition). Dataset: hlm. The compound is COCCOc1cc2ncnc(N3CCN(C(=O)Nc4ccc(Oc5ccc6ccccc6c5)cc4)CC3)c2cc1OCCOC. The result is 1 (stable in human liver microsomes).